This data is from Forward reaction prediction with 1.9M reactions from USPTO patents (1976-2016). The task is: Predict the product of the given reaction. (1) Given the reactants [CH3:1][N:2]1[CH2:11][C@@H:10]2[C@H:5]([CH2:6][CH2:7][CH2:8][CH2:9]2)[N:4]([CH:12]2[CH2:17][CH2:16][N:15](C(OC(C)(C)C)=O)[CH2:14][CH2:13]2)[C:3]1=[O:25], predict the reaction product. The product is: [CH3:1][N:2]1[CH2:11][C@@H:10]2[C@H:5]([CH2:6][CH2:7][CH2:8][CH2:9]2)[N:4]([CH:12]2[CH2:17][CH2:16][NH:15][CH2:14][CH2:13]2)[C:3]1=[O:25]. (2) Given the reactants CS(O[C@@H:6]1[CH2:11][CH2:10][CH2:9][N:8]([C:12]2[S:13][C:14]3[CH:20]=[C:19]([Br:21])[CH:18]=[CH:17][C:15]=3[N:16]=2)[CH2:7]1)(=O)=O.[NH:22]1[CH2:27][CH2:26][O:25][CH2:24][CH2:23]1, predict the reaction product. The product is: [Br:21][C:19]1[CH:18]=[CH:17][C:15]2[N:16]=[C:12]([N:8]3[CH2:9][CH2:10][CH2:11][C@H:6]([N:22]4[CH2:27][CH2:26][O:25][CH2:24][CH2:23]4)[CH2:7]3)[S:13][C:14]=2[CH:20]=1. (3) Given the reactants Cl[C:2]1[C:7]([CH:8]=O)=[C:6]([Cl:10])[N:5]=[C:4]([S:11][CH3:12])[N:3]=1.CCN(CC)CC.[F:20][C:21]([F:30])([F:29])[C:22]1[CH:28]=[CH:27][C:25]([NH2:26])=[CH:24][CH:23]=1.F[C:32](F)(F)[CH2:33][O:34]P(CC(OC)=O)(=O)OCC(F)(F)F, predict the reaction product. The product is: [Cl:10][C:6]1[C:7]2[CH:8]=[CH:32][C:33](=[O:34])[N:26]([C:25]3[CH:27]=[CH:28][C:22]([C:21]([F:29])([F:30])[F:20])=[CH:23][CH:24]=3)[C:2]=2[N:3]=[C:4]([S:11][CH3:12])[N:5]=1. (4) Given the reactants [F:1][C:2]1[CH:7]=[C:6]([F:8])[CH:5]=[CH:4][C:3]=1[C:9]1[CH:14]=[CH:13][CH:12]=[C:11]([N:15]2[CH2:20][CH2:19][N:18](C(OC(C)(C)C)=O)[CH2:17][CH2:16]2)[CH:10]=1, predict the reaction product. The product is: [F:1][C:2]1[CH:7]=[C:6]([F:8])[CH:5]=[CH:4][C:3]=1[C:9]1[CH:14]=[CH:13][CH:12]=[C:11]([N:15]2[CH2:16][CH2:17][NH:18][CH2:19][CH2:20]2)[CH:10]=1. (5) Given the reactants I[C:2]1[CH:3]=[N:4][C:5]([N:8]2[CH2:11][CH:10]([O:12][CH3:13])[CH2:9]2)=[N:6][CH:7]=1.[O:14]=[C:15]1[NH:20][CH2:19][CH2:18][N:17]([C:21]([O:23][C:24]([CH3:27])([CH3:26])[CH3:25])=[O:22])[CH2:16]1.CN[C@@H]1CCCC[C@H]1NC.P([O-])([O-])([O-])=O.[K+].[K+].[K+], predict the reaction product. The product is: [CH3:13][O:12][CH:10]1[CH2:11][N:8]([C:5]2[N:4]=[CH:3][C:2]([N:20]3[CH2:19][CH2:18][N:17]([C:21]([O:23][C:24]([CH3:26])([CH3:25])[CH3:27])=[O:22])[CH2:16][C:15]3=[O:14])=[CH:7][N:6]=2)[CH2:9]1.